This data is from Full USPTO retrosynthesis dataset with 1.9M reactions from patents (1976-2016). The task is: Predict the reactants needed to synthesize the given product. Given the product [Cl:1][C:2]1[CH:3]=[CH:4][C:5]([CH2:6][NH:7][C:8](=[O:9])[NH:10][N:11]([CH2:13][C:14]([NH:19][C@@H:20]([CH2:44][C:45]2[CH:50]=[CH:49][C:48]([O:51][C:52]([CH3:55])([CH3:54])[CH3:53])=[CH:47][CH:46]=2)[C:21]([N:23]([C@@H:35]([CH3:43])[CH:36]([O:37][CH2:38][CH3:39])[O:40][CH2:41][CH3:42])[CH2:24][C:25]2[CH:26]=[CH:27][CH:28]=[C:29]3[C:34]=2[N:33]=[CH:32][CH:31]=[CH:30]3)=[O:22])=[O:16])[CH3:12])=[CH:17][CH:18]=1, predict the reactants needed to synthesize it. The reactants are: [Cl:1][C:2]1[CH:18]=[CH:17][C:5]([CH2:6][NH:7][C:8]([NH:10][N:11]([CH2:13][C:14]([OH:16])=O)[CH3:12])=[O:9])=[CH:4][CH:3]=1.[NH2:19][C@@H:20]([CH2:44][C:45]1[CH:50]=[CH:49][C:48]([O:51][C:52]([CH3:55])([CH3:54])[CH3:53])=[CH:47][CH:46]=1)[C:21]([N:23]([C@@H:35]([CH3:43])[CH:36]([O:40][CH2:41][CH3:42])[O:37][CH2:38][CH3:39])[CH2:24][C:25]1[CH:26]=[CH:27][CH:28]=[C:29]2[C:34]=1[N:33]=[CH:32][CH:31]=[CH:30]2)=[O:22].